This data is from Peptide-MHC class I binding affinity with 185,985 pairs from IEDB/IMGT. The task is: Regression. Given a peptide amino acid sequence and an MHC pseudo amino acid sequence, predict their binding affinity value. This is MHC class I binding data. (1) The peptide sequence is YTFEPHYFY. The MHC is HLA-B08:02 with pseudo-sequence HLA-B08:02. The binding affinity (normalized) is 0.0847. (2) The peptide sequence is ERYLKDQQL. The MHC is HLA-A02:06 with pseudo-sequence HLA-A02:06. The binding affinity (normalized) is 0. (3) The peptide sequence is APSASAFFGM. The MHC is HLA-B54:01 with pseudo-sequence HLA-B54:01. The binding affinity (normalized) is 0.0147. (4) The peptide sequence is FIDTVSVYT. The MHC is HLA-A02:01 with pseudo-sequence HLA-A02:01. The binding affinity (normalized) is 0.497. (5) The binding affinity (normalized) is 0.175. The MHC is H-2-Db with pseudo-sequence H-2-Db. The peptide sequence is LVLLNVAAE. (6) The peptide sequence is KLWASQIY. The MHC is HLA-B45:01 with pseudo-sequence HLA-B45:01. The binding affinity (normalized) is 0.